Dataset: Forward reaction prediction with 1.9M reactions from USPTO patents (1976-2016). Task: Predict the product of the given reaction. (1) Given the reactants C(OC([N:8]1[CH2:13][CH2:12][CH:11]([N:14]2[C@H:18]([C:19]3[CH:24]=[CH:23][CH:22]=[CH:21][CH:20]=3)[CH2:17][N:16]([C:25]([O:27][CH2:28][CH3:29])=[O:26])[C:15]2=[O:30])[CH2:10][CH2:9]1)=O)(C)(C)C.C(O)(C(F)(F)F)=O, predict the reaction product. The product is: [CH2:28]([O:27][C:25]([N:16]1[CH2:17][C@@H:18]([C:19]2[CH:24]=[CH:23][CH:22]=[CH:21][CH:20]=2)[N:14]([CH:11]2[CH2:12][CH2:13][NH:8][CH2:9][CH2:10]2)[C:15]1=[O:30])=[O:26])[CH3:29]. (2) Given the reactants [CH:1]([O:3][C:4]([N:6]1[CH2:30][C@:29]2([C:31](=[O:37])[CH2:32][O:33]C(=O)C)[C@@H:8]([CH2:9][C@H:10]3[C@H:23]4[C@@:14]([F:27])([C@:15]5([CH3:26])[C:20]([C@@H:21]([F:24])[CH2:22]4)=[CH:19][C:18](=[O:25])[CH:17]=[CH:16]5)[C@@H:13]([OH:28])[CH2:12][C@@:11]32[CH3:38])[CH2:7]1)=[O:5])=[CH2:2].C([O-])([O-])=O.[K+].[K+], predict the reaction product. The product is: [CH:1]([O:3][C:4]([N:6]1[CH2:30][C@:29]2([C:31](=[O:37])[CH2:32][OH:33])[C@@H:8]([CH2:9][C@H:10]3[C@H:23]4[C@@:14]([F:27])([C@:15]5([CH3:26])[C:20]([C@@H:21]([F:24])[CH2:22]4)=[CH:19][C:18](=[O:25])[CH:17]=[CH:16]5)[C@@H:13]([OH:28])[CH2:12][C@@:11]32[CH3:38])[CH2:7]1)=[O:5])=[CH2:2]. (3) Given the reactants [F:1][C:2]1[CH:3]=[CH:4][CH:5]=[C:6]2[C:10]=1[N:9]([C@@H:11]([C:16]1[CH:21]=[CH:20][CH:19]=[C:18]([F:22])[CH:17]=1)[C@H:12]([OH:15])[CH2:13]O)[C:8](=[O:23])[C:7]2([CH3:25])[CH3:24].C1(C)C=CC(S(O)(=O)=O)=CC=1.C(OC)(OC)(OC)C.C(Br)(=O)C.[CH3:49][NH2:50].C(O)C, predict the reaction product. The product is: [F:1][C:2]1[CH:3]=[CH:4][CH:5]=[C:6]2[C:10]=1[N:9]([C@@H:11]([C:16]1[CH:21]=[CH:20][CH:19]=[C:18]([F:22])[CH:17]=1)[C@H:12]([OH:15])[CH2:13][NH:50][CH3:49])[C:8](=[O:23])[C:7]2([CH3:25])[CH3:24]. (4) Given the reactants [CH:1]1[C:14]2[CH:13]([C:15]([O:17][CH3:18])=[O:16])[C:12]3[C:7](=[CH:8][CH:9]=[CH:10][CH:11]=3)[O:6][C:5]=2[CH:4]=[CH:3][CH:2]=1.[CH3:19]I, predict the reaction product. The product is: [CH3:19][C:13]1([C:15]([O:17][CH3:18])=[O:16])[C:14]2[CH:1]=[CH:2][CH:3]=[CH:4][C:5]=2[O:6][C:7]2[C:12]1=[CH:11][CH:10]=[CH:9][CH:8]=2. (5) Given the reactants Cl[C:2]1[N:7]2[N:8]=[C:9]([NH:11][C:12](=[O:19])[C:13]3[CH:18]=[CH:17][CH:16]=[N:15][CH:14]=3)[N:10]=[C:6]2[CH:5]=[C:4]([C:20]([F:23])([F:22])[F:21])[CH:3]=1.[CH:24]([NH2:28])([CH2:26][CH3:27])[CH3:25], predict the reaction product. The product is: [CH:24]([NH:28][C:2]1[N:7]2[N:8]=[C:9]([NH:11][C:12](=[O:19])[C:13]3[CH:18]=[CH:17][CH:16]=[N:15][CH:14]=3)[N:10]=[C:6]2[CH:5]=[C:4]([C:20]([F:23])([F:22])[F:21])[CH:3]=1)([CH2:26][CH3:27])[CH3:25].